Dataset: Full USPTO retrosynthesis dataset with 1.9M reactions from patents (1976-2016). Task: Predict the reactants needed to synthesize the given product. (1) Given the product [O:30]=[C:22]1[C:23]2[CH:29]=[CH:28][CH:27]=[CH:26][C:24]=2[S:25][C:1]([C:3]2[N:8]=[C:7]([CH2:9][CH2:10][C:11]([O:13][C:14]([CH3:15])([CH3:16])[CH3:17])=[O:12])[CH:6]=[C:5]([S:18]([CH3:21])(=[O:20])=[O:19])[CH:4]=2)=[N:2]1, predict the reactants needed to synthesize it. The reactants are: [C:1]([C:3]1[N:8]=[C:7]([CH2:9][CH2:10][C:11]([O:13][C:14]([CH3:17])([CH3:16])[CH3:15])=[O:12])[CH:6]=[C:5]([S:18]([CH3:21])(=[O:20])=[O:19])[CH:4]=1)#[N:2].[C:22](OC)(=[O:30])[C:23]1[C:24](=[CH:26][CH:27]=[CH:28][CH:29]=1)[SH:25].C(N(CC)CC)C. (2) Given the product [CH3:43][N:44]1[C:7]2[CH:8]=[CH:9][CH:10]=[CH:11][C:6]=2[N:5]=[C:4]1[N:12]([C:24]1[CH:29]=[CH:28][CH:27]=[CH:26][N:25]=1)[CH2:13][CH2:14][CH2:15][CH2:16][CH2:17][CH2:18][CH2:19][C:33]([O:32][CH2:30][CH3:31])=[O:41], predict the reactants needed to synthesize it. The reactants are: [H-].[Na+].O1[C:7]2[CH:8]=[CH:9][CH:10]=[CH:11][C:6]=2[N:5]=[C:4]1[N:12]([C:24]1[CH:29]=[CH:28][CH:27]=[CH:26][N:25]=1)[CH2:13][CH2:14][CH2:15][CH2:16][CH2:17][CH2:18][C:19](OCC)=O.[CH2:30]([O:32][C:33](=[O:41])CCCCCCI)[CH3:31].O.[CH3:43][N:44](C=O)C. (3) Given the product [Br:32][C:29]1[S:30][CH:31]=[C:27]([NH:26][C:24]([NH:23][C:19]2[CH:20]=[CH:21][CH:22]=[C:17]([O:16][CH2:15][CH2:14][CH:11]3[CH2:12][CH2:13][NH:8][CH2:9][CH2:10]3)[N:18]=2)=[O:25])[N:28]=1, predict the reactants needed to synthesize it. The reactants are: C(OC([N:8]1[CH2:13][CH2:12][CH:11]([CH2:14][CH2:15][O:16][C:17]2[CH:22]=[CH:21][CH:20]=[C:19]([NH:23][C:24]([NH:26][C:27]3[N:28]=[C:29]([Br:32])[S:30][CH:31]=3)=[O:25])[N:18]=2)[CH2:10][CH2:9]1)=O)(C)(C)C.C(O)(C(F)(F)F)=O. (4) Given the product [CH2:1]([O:3][C:4](=[O:18])[CH:5]([O:15][CH2:16][CH3:17])[CH2:6][C:7]1[CH:12]=[CH:11][C:10]([O:13][CH2:34][CH2:33][C:31]2[N:32]=[C:28]([C:25]3[CH:26]=[CH:27][C:22]([CH:19]([CH3:20])[CH3:21])=[CH:23][CH:24]=3)[S:29][CH:30]=2)=[CH:9][C:8]=1[CH3:14])[CH3:2], predict the reactants needed to synthesize it. The reactants are: [CH2:1]([O:3][C:4](=[O:18])[CH:5]([O:15][CH2:16][CH3:17])[CH2:6][C:7]1[CH:12]=[CH:11][C:10]([OH:13])=[CH:9][C:8]=1[CH3:14])[CH3:2].[CH:19]([C:22]1[CH:27]=[CH:26][C:25]([C:28]2[S:29][CH:30]=[C:31]([CH2:33][CH2:34]O)[N:32]=2)=[CH:24][CH:23]=1)([CH3:21])[CH3:20].C1(P(C2C=CC=CC=2)C2C=CC=CC=2)C=CC=CC=1.N(C(OCC)=O)=NC(OCC)=O.